Dataset: Forward reaction prediction with 1.9M reactions from USPTO patents (1976-2016). Task: Predict the product of the given reaction. (1) Given the reactants [C:13](P([C:13]([CH3:16])([CH3:15])[CH3:14])(N(CC)CC)([O-])[O-])([CH3:16])([CH3:15])[CH3:14].[CH:17]1([N:20]([CH2:54][CH2:55][OH:56])[CH2:21][CH2:22][CH2:23][O:24][C:25]2[CH:34]=[C:33]3[C:28]([C:29]([NH:35][C:36]4[CH:40]=[C:39]([CH2:41][C:42]([NH:44][C:45]5[CH:50]=[CH:49][CH:48]=[C:47]([F:51])[CH:46]=5)=[O:43])[NH:38][N:37]=4)=[N:30][CH:31]=[N:32]3)=[CH:27][C:26]=2[O:52][CH3:53])[CH2:19][CH2:18]1.N1C=NN=N1.[O-]O.[C:64]1([CH:70](C)C)[CH:69]=CC=C[CH:65]=1.[P:73]([O:80]CC)([O:77]CC)[O:74]CC, predict the reaction product. The product is: [P:73]([O:56][CH2:55][CH2:54][N:20]([CH:17]1[CH2:18][CH2:19]1)[CH2:21][CH2:22][CH2:23][O:24][C:25]1[CH:34]=[C:33]2[C:28]([C:29]([NH:35][C:36]3[CH:40]=[C:39]([CH2:41][C:42]([NH:44][C:45]4[CH:50]=[CH:49][CH:48]=[C:47]([F:51])[CH:46]=4)=[O:43])[NH:38][N:37]=3)=[N:30][CH:31]=[N:32]2)=[CH:27][C:26]=1[O:52][CH3:53])([O:80][C:13]([CH3:14])([CH3:15])[CH3:16])([O:77][C:64]([CH3:70])([CH3:69])[CH3:65])=[O:74]. (2) Given the reactants [CH3:1][O:2][C:3]1[CH:18]=[CH:17][CH:16]=[CH:15][C:4]=1[CH2:5][N:6]1[C:11]([CH3:12])=[CH:10][C:9]([OH:13])=[CH:8][C:7]1=[O:14].[Cl:19]N1C(=O)CCC1=O, predict the reaction product. The product is: [CH3:1][O:2][C:3]1[CH:18]=[CH:17][CH:16]=[CH:15][C:4]=1[CH2:5][N:6]1[C:11]([CH3:12])=[CH:10][C:9]([OH:13])=[C:8]([Cl:19])[C:7]1=[O:14]. (3) Given the reactants [C:1]([O:5][C:6]([NH:8][CH:9]([O:19]C(=O)CCCCC)[C@H:10]([CH3:18])[CH2:11][CH2:12][C:13]1[S:14][CH:15]=[CH:16][CH:17]=1)=[O:7])([CH3:4])([CH3:3])[CH3:2].[OH-].[Na+], predict the reaction product. The product is: [C:1]([O:5][C:6]([NH:8][CH:9]([OH:19])[C@H:10]([CH3:18])[CH2:11][CH2:12][C:13]1[S:14][CH:15]=[CH:16][CH:17]=1)=[O:7])([CH3:4])([CH3:2])[CH3:3]. (4) The product is: [CH3:1][C:2]1([CH3:30])[CH2:11][CH2:10][C:9]([CH3:12])([CH3:13])[C:8]2[CH:7]=[C:6]([Se:14][C:15]3[CH:25]=[CH:24][C:18]([C:19]([OH:21])=[O:20])=[CH:17][N:16]=3)[C:5]([O:26][CH2:27][CH2:28][CH3:29])=[CH:4][C:3]1=2. Given the reactants [CH3:1][C:2]1([CH3:30])[CH2:11][CH2:10][C:9]([CH3:13])([CH3:12])[C:8]2[CH:7]=[C:6]([Se:14][C:15]3[CH:25]=[CH:24][C:18]([C:19]([O:21]CC)=[O:20])=[CH:17][N:16]=3)[C:5]([O:26][CH2:27][CH2:28][CH3:29])=[CH:4][C:3]1=2.[OH-].[Na+], predict the reaction product. (5) Given the reactants Cl[C:2]1[C:11]2[C:6](=[C:7]([O:14][CH:15]3[CH2:19][CH2:18][CH2:17][CH2:16]3)[C:8]([O:12][CH3:13])=[CH:9][CH:10]=2)[O:5][C:4](=[O:20])[CH:3]=1.[NH2:21][CH2:22][C:23]([NH2:25])=[O:24].Cl.C(N(CC)CC)C, predict the reaction product. The product is: [CH:15]1([O:14][C:7]2[C:8]([O:12][CH3:13])=[CH:9][CH:10]=[C:11]3[C:6]=2[O:5][C:4](=[O:20])[CH:3]=[C:2]3[NH:21][CH2:22][C:23]([NH2:25])=[O:24])[CH2:19][CH2:18][CH2:17][CH2:16]1. (6) Given the reactants [F:1][C:2]([F:29])([F:28])[C:3]([NH:5][CH2:6][C:7]1[N:8]=[C:9]2[CH:15]=[C:14]([C:16]3[C:24]4[C:19](=[CH:20][CH:21]=[C:22]([O:25][CH3:26])[CH:23]=4)[N:18]([CH3:27])[CH:17]=3)[NH:13][C:10]2=[N:11][CH:12]=1)=O.O1CCOCC1.COC1C=CC(P2(SP(C3C=CC(OC)=CC=3)(=S)S2)=S)=CC=1, predict the reaction product. The product is: [CH3:26][O:25][C:22]1[CH:23]=[C:24]2[C:19](=[CH:20][CH:21]=1)[N:18]([CH3:27])[CH:17]=[C:16]2[C:14]1[NH:13][C:10]2[N:11]=[CH:12][C:7]3[N:8]([C:3]([C:2]([F:1])([F:29])[F:28])=[N:5][CH:6]=3)[C:9]=2[CH:15]=1.